Dataset: Reaction yield outcomes from USPTO patents with 853,638 reactions. Task: Predict the reaction yield, written as a fraction of the theoretical maximum amount of product (1.0 means a 100% yield; for example, 0.34 means a 34% yield). (1) The reactants are [Cl:1][C:2]1[C:3]([NH:15][CH:16]2[CH2:21][CH2:20][CH2:19][CH:18]([NH:22]C(=O)OC(C)(C)C)[CH2:17]2)=[N:4][C:5]([NH:8][C:9]2[CH:10]=[N:11][N:12]([CH3:14])[CH:13]=2)=[N:6][CH:7]=1.Cl.O1CCOCC1. The catalyst is CO.C(Cl)Cl. The product is [NH2:22][CH:18]1[CH2:19][CH2:20][CH2:21][CH:16]([NH:15][C:3]2[C:2]([Cl:1])=[CH:7][N:6]=[C:5]([NH:8][C:9]3[CH:10]=[N:11][N:12]([CH3:14])[CH:13]=3)[N:4]=2)[CH2:17]1. The yield is 0.550. (2) The reactants are [N:1]1[C:10]2[C:5](=[CH:6][CH:7]=[CH:8][CH:9]=2)[CH:4]=[CH:3][C:2]=1[CH2:11][O:12][C:13]1[CH:18]=[CH:17][C:16]([CH2:19][C:20]([OH:22])=O)=[CH:15][CH:14]=1.[CH3:23]CN(C(C)C)C(C)C.C1C=CC2N(O)N=NC=2C=1.C(Cl)CCl.[NH2:46][C:47]([CH3:52])([CH3:51])[C:48]([O-:50])=[O:49]. The catalyst is C(Cl)Cl.O. The product is [CH3:51][C:47]([NH:46][C:20](=[O:22])[CH2:19][C:16]1[CH:17]=[CH:18][C:13]([O:12][CH2:11][C:2]2[CH:3]=[CH:4][C:5]3[C:10](=[CH:9][CH:8]=[CH:7][CH:6]=3)[N:1]=2)=[CH:14][CH:15]=1)([CH3:52])[C:48]([O:50][CH3:23])=[O:49]. The yield is 0.740. (3) The reactants are [Si:1]([O:8][CH2:9][C:10]1[CH:11]=[C:12](NC(=O)OC2C=CC=CC=2)[CH:13]=[N:14][CH:15]=1)([C:4]([CH3:7])([CH3:6])[CH3:5])([CH3:3])[CH3:2].[CH3:26][CH:27]1[CH2:32][CH2:31][N:30]([C:33]2[C:38]([CH2:39][NH2:40])=[CH:37][CH:36]=[C:35]([C:41]([F:44])([F:43])[F:42])[N:34]=2)[CH2:29][CH2:28]1.CN(C1C=CC=CN=1)C.[CH2:54]([O:56]C(=O)C)[CH3:55]. The catalyst is C(#N)C. The product is [Si:1]([O:8][CH2:9][C:10]1[CH:11]=[C:12]([CH2:55][C:54]([NH:40][CH2:39][C:38]2[C:33]([N:30]3[CH2:29][CH2:28][CH:27]([CH3:26])[CH2:32][CH2:31]3)=[N:34][C:35]([C:41]([F:44])([F:42])[F:43])=[CH:36][CH:37]=2)=[O:56])[CH:13]=[N:14][CH:15]=1)([C:4]([CH3:5])([CH3:6])[CH3:7])([CH3:2])[CH3:3]. The yield is 0.890. (4) The reactants are [Cl:1][C:2]1[CH:3]=[C:4]([CH:6]=[CH:7][C:8]=1[O:9][CH3:10])N.[OH:11]S(O)(=O)=O.N([O-])=O.[Na+]. The catalyst is O. The product is [Cl:1][C:2]1[CH:3]=[C:4]([OH:11])[CH:6]=[CH:7][C:8]=1[O:9][CH3:10]. The yield is 0.300. (5) The reactants are C(C1C=C(OC)C=C(C(C)(C)C)C=1[C:17]1[CH:25]=[C:24]([N:26]([C:35]2[CH:40]=[CH:39][CH:38]=[CH:37][CH:36]=2)[CH:27]2[CH2:32][CH2:31][N:30]([CH3:33])[CH2:29][CH:28]2[CH3:34])[CH:23]=[CH:22][C:18]=1[C:19]([O-])=[O:20])(C)(C)C.C[O-].[Na+].CO.CN([P+](ON1N=[N:64][C:59]2[CH:60]=CC=CC1=2)(N(C)C)N(C)C)C.F[P-](F)(F)(F)(F)F.[C:73]1(C)C=CC=C[CH:74]=1. The catalyst is CN1C(=O)CCC1.C1COCC1.C(N(CC)CC)C.C(NCC)C.O. The product is [CH3:33][N:30]1[CH2:31][CH2:32][CH:27]([N:26]([C:35]2[CH:40]=[CH:39][CH:38]=[CH:37][CH:36]=2)[C:24]2[CH:23]=[CH:22][C:18]([C:19]([N:64]([CH2:59][CH3:60])[CH2:73][CH3:74])=[O:20])=[CH:17][CH:25]=2)[CH:28]([CH3:34])[CH2:29]1. The yield is 0.590. (6) The reactants are [Cl:1][C:2]1[S:3][C:4]([S:16](=[O:30])(=[O:29])[NH:17][C:18]2[CH:23]=[CH:22][C:21]([C:24]([O:26][CH3:27])=[O:25])=[C:20]([OH:28])[CH:19]=2)=[CH:5][C:6]=1[C:7]1[CH:8]=[C:9]([CH:13]=[CH:14][CH:15]=1)[C:10]([OH:12])=[O:11].C(N1C=CN=C1)(N1C=CN=C1)=O.N1C=C[CH:46]=[CH:45][CH:44]=1.CC(O)C. No catalyst specified. The product is [Cl:1][C:2]1[S:3][C:4]([S:16]([NH:17][C:18]2[CH:23]=[CH:22][C:21]([C:24]([O:26][CH3:27])=[O:25])=[C:20]([OH:28])[CH:19]=2)(=[O:30])=[O:29])=[CH:5][C:6]=1[C:7]1[CH:15]=[CH:14][CH:13]=[C:9]([C:10]([O:12][CH:45]([CH3:46])[CH3:44])=[O:11])[CH:8]=1. The yield is 0.420. (7) The reactants are Cl[C:2]([O:5][C:6](Cl)=[O:7])(Cl)Cl.[F:9][C:10]1C=[CH:14][CH:13]=[CH:12][C:11]=1O.N1C2C(=CC=CC=2)C=CC=1.[F:27][C:28]1[CH:61]=[C:60]([F:62])[C:59]([F:63])=[CH:58][C:29]=1[CH2:30][O:31][CH2:32][C@@H:33]1[CH2:37][C@@H:36]([S:38][C:39]([C:52]2[CH:57]=[CH:56][CH:55]=[CH:54][CH:53]=2)([C:46]2[CH:51]=[CH:50][CH:49]=[CH:48][CH:47]=2)[C:40]2[CH:45]=[CH:44][CH:43]=[CH:42][CH:41]=2)[CH2:35][NH:34]1.N1C=CC=CC=1. The catalyst is C(Cl)Cl.CN(C1C=CN=CC=1)C. The product is [F:9][C:10]1[CH:11]=[CH:12][CH:13]=[CH:14][C:2]=1[O:5][C:6]([N:34]1[CH2:35][C@H:36]([S:38][C:39]([C:46]2[CH:51]=[CH:50][CH:49]=[CH:48][CH:47]=2)([C:40]2[CH:41]=[CH:42][CH:43]=[CH:44][CH:45]=2)[C:52]2[CH:53]=[CH:54][CH:55]=[CH:56][CH:57]=2)[CH2:37][C@H:33]1[CH2:32][O:31][CH2:30][C:29]1[CH:58]=[C:59]([F:63])[C:60]([F:62])=[CH:61][C:28]=1[F:27])=[O:7]. The yield is 0.600. (8) The reactants are [CH:1]([C@@H:4]1[CH2:9][CH2:8][C@@H:7]([CH3:10])[CH2:6][C@H:5]1[O:11][C:12](=[O:39])[NH:13][C@H:14]1[C:20](=[O:21])[N:19]([CH2:22][C:23]2[CH:28]=[CH:27][C:26]([O:29][CH3:30])=[CH:25][CH:24]=2)[C:18]2[CH:31]=[CH:32][CH:33]=[CH:34][C:17]=2[C:16]2[CH:35]=[CH:36][CH:37]=[CH:38][C:15]1=2)([CH3:3])[CH3:2].C([N-]C(C)C)(C)C.[Li+].Cl[Si](C)(C)C.[Cl-].[Na+].O.O. The catalyst is C1COCC1.CCOC(C)=O. The product is [CH:1]([C@@H:4]1[CH2:9][CH2:8][C@@H:7]([CH3:10])[CH2:6][C@H:5]1[O:11][C:12](=[O:39])[NH:13][C@@H:14]1[C:20](=[O:21])[N:19]([CH2:22][C:23]2[CH:24]=[CH:25][C:26]([O:29][CH3:30])=[CH:27][CH:28]=2)[C:18]2[CH:31]=[CH:32][CH:33]=[CH:34][C:17]=2[C:16]2[CH:35]=[CH:36][CH:37]=[CH:38][C:15]1=2)([CH3:2])[CH3:3]. The yield is 0.315. (9) The reactants are Br[C:2]1[CH:3]=[C:4]([C:8]2[C:17]3[C:12](=[CH:13][CH:14]=[CH:15][CH:16]=3)[CH:11]=[CH:10][CH:9]=2)[CH:5]=[CH:6][CH:7]=1.CCCCCC.C([Li])CCC.[B:29](OC(C)C)([O:34]C(C)C)[O:30]C(C)C.Cl. The catalyst is C1(C)C=CC=CC=1.C1COCC1. The product is [C:8]1([C:4]2[CH:3]=[C:2]([B:29]([OH:34])[OH:30])[CH:7]=[CH:6][CH:5]=2)[C:17]2[C:12](=[CH:13][CH:14]=[CH:15][CH:16]=2)[CH:11]=[CH:10][CH:9]=1. The yield is 0.670.